From a dataset of Catalyst prediction with 721,799 reactions and 888 catalyst types from USPTO. Predict which catalyst facilitates the given reaction. (1) Reactant: [S:1]1[C:5]2[CH:6]=[CH:7][CH:8]=[CH:9][C:4]=2[N:3]=[C:2]1[CH:10]([C:12]1[CH:17]=[CH:16][CH:15]=[CH:14][CH:13]=1)[OH:11].O[CH:19]1[CH2:24][CH2:23][N:22]([CH3:25])[CH2:21][CH2:20]1.C1(C)C=CC(S(O)(=O)=O)=CC=1.[OH-].[Na+]. Product: [CH3:25][N:22]1[CH2:23][CH2:24][CH:19]([O:11][CH:10]([C:12]2[CH:17]=[CH:16][CH:15]=[CH:14][CH:13]=2)[C:2]2[S:1][C:5]3[CH:6]=[CH:7][CH:8]=[CH:9][C:4]=3[N:3]=2)[CH2:20][CH2:21]1. The catalyst class is: 93. (2) Reactant: [CH2:1]([O:7][C:8]1[CH:13]=[CH:12][C:11]([C:14]2[CH:15]=[C:16]([CH:19]=[O:20])[S:17][CH:18]=2)=[CH:10][CH:9]=1)[CH2:2][CH2:3][CH2:4][CH2:5][CH3:6].C([OH:23])C.[OH-].[Na+]. Product: [CH2:1]([O:7][C:8]1[CH:13]=[CH:12][C:11]([C:14]2[CH:15]=[C:16]([C:19]([OH:23])=[O:20])[S:17][CH:18]=2)=[CH:10][CH:9]=1)[CH2:2][CH2:3][CH2:4][CH2:5][CH3:6]. The catalyst class is: 716. (3) Reactant: Cl.O1CCOCC1.[Cl:8][C:9]1[CH:14]=[C:13]([NH:15][C:16](=[O:23])[C:17]2[CH:22]=[CH:21][CH:20]=[CH:19][N:18]=2)[CH:12]=[CH:11][C:10]=1[N:24]1[CH2:29][CH2:28][N:27](C(OC(C)(C)C)=O)[CH2:26][CH2:25]1. Product: [Cl:8][C:9]1[CH:14]=[C:13]([NH:15][C:16](=[O:23])[C:17]2[CH:22]=[CH:21][CH:20]=[CH:19][N:18]=2)[CH:12]=[CH:11][C:10]=1[N:24]1[CH2:29][CH2:28][NH:27][CH2:26][CH2:25]1. The catalyst class is: 2. (4) Reactant: [F:1][C:2]([F:14])([F:13])[C:3]1[CH:4]=[C:5]([SH:12])[C:6](=[CH:10][CH:11]=1)[C:7]([OH:9])=O.[C:15]([C:17]1[CH:22]=[CH:21][CH:20]=[CH:19][N:18]=1)#[N:16]. Product: [N:18]1[CH:19]=[CH:20][CH:21]=[CH:22][C:17]=1[C:15]1[S:12][C:5]2[CH:4]=[C:3]([C:2]([F:1])([F:14])[F:13])[CH:11]=[CH:10][C:6]=2[C:7](=[O:9])[N:16]=1. The catalyst class is: 17.